From a dataset of Catalyst prediction with 721,799 reactions and 888 catalyst types from USPTO. Predict which catalyst facilitates the given reaction. (1) Reactant: [CH2:1]([O:3][C:4]([CH:6]1[CH2:11][CH2:10][NH:9][CH2:8][CH2:7]1)=[O:5])[CH3:2].[CH3:12][C:13]([CH3:15])=O.C(O)(=O)C.C([BH3-])#N.[Na+]. Product: [CH2:1]([O:3][C:4]([CH:6]1[CH2:11][CH2:10][N:9]([CH:13]([CH3:15])[CH3:12])[CH2:8][CH2:7]1)=[O:5])[CH3:2]. The catalyst class is: 5. (2) The catalyst class is: 13. Reactant: [O:1]([C:8]1[C:17]([NH2:18])=[C:16]([NH:19][CH2:20][CH2:21][O:22][CH2:23][CH2:24][CH2:25][C:26]2[CH:27]=[N:28][CH:29]=[CH:30][CH:31]=2)[C:15]2[CH2:14][CH2:13][CH2:12][CH2:11][C:10]=2[N:9]=1)[C:2]1[CH:7]=[CH:6][CH:5]=[CH:4][CH:3]=1.N1C=CC=[CH:34][CH:33]=1.C(Cl)(=O)C. Product: [CH3:33][C:34]1[N:19]([CH2:20][CH2:21][O:22][CH2:23][CH2:24][CH2:25][C:26]2[CH:27]=[N:28][CH:29]=[CH:30][CH:31]=2)[C:16]2[C:15]3[CH2:14][CH2:13][CH2:12][CH2:11][C:10]=3[N:9]=[C:8]([O:1][C:2]3[CH:3]=[CH:4][CH:5]=[CH:6][CH:7]=3)[C:17]=2[N:18]=1. (3) Reactant: N(C(OC(C)(C)C)=O)=NC(OC(C)(C)C)=O.[Br:17][C:18]1[C:23]([CH3:24])=[CH:22][C:21]([CH2:25][CH2:26]O)=[CH:20][C:19]=1[CH3:28].[C:29]([O:33][C:34]([NH:36][C:37]([O:39][C:40]([CH3:43])([CH3:42])[CH3:41])=[O:38])=[O:35])([CH3:32])([CH3:31])[CH3:30].C(P(CCCC)CCCC)CCC. Product: [C:40]([O:39][C:37]([N:36]([C:34]([O:33][C:29]([CH3:32])([CH3:31])[CH3:30])=[O:35])[CH2:26][CH2:25][C:21]1[CH:22]=[C:23]([CH3:24])[C:18]([Br:17])=[C:19]([CH3:28])[CH:20]=1)=[O:38])([CH3:43])([CH3:42])[CH3:41]. The catalyst class is: 4. (4) Reactant: [CH3:1][O:2][C:3]1[C:4]([CH3:25])=[C:5]([C:16]([O:23][CH3:24])=[C:17]([O:21][CH3:22])[C:18]=1[O:19][CH3:20])[CH2:6][C:7]1[CH:8]=[CH:9][C:10]([OH:15])=[C:11]([CH:14]=1)[CH:12]=[O:13].C(=O)([O-])[O-].[Na+].[Na+].[CH2:32](Br)[C:33]1[CH:38]=[CH:37][CH:36]=[CH:35][CH:34]=1. Product: [CH3:1][O:2][C:3]1[C:4]([CH3:25])=[C:5]([C:16]([O:23][CH3:24])=[C:17]([O:21][CH3:22])[C:18]=1[O:19][CH3:20])[CH2:6][C:7]1[CH:8]=[CH:9][C:10]([O:15][CH2:32][C:33]2[CH:38]=[CH:37][CH:36]=[CH:35][CH:34]=2)=[C:11]([CH:14]=1)[CH:12]=[O:13]. The catalyst class is: 21. (5) Reactant: [CH2:1]([C:3]([OH:36])([CH2:34][CH3:35])[CH2:4][CH2:5][C:6]1[CH:11]=[CH:10][C:9]([C:12]([CH2:31][CH3:32])([C:15]2[CH:20]=[CH:19][C:18](B3OC(C)(C)C(C)(C)O3)=[C:17]([CH3:30])[CH:16]=2)[CH2:13][CH3:14])=[CH:8][C:7]=1[CH3:33])[CH3:2].[CH3:37][O:38][C:39](=[O:48])[CH2:40][C:41]1[CH:42]=[N:43][CH:44]=[C:45](Br)[CH:46]=1.P([O-])([O-])([O-])=O.[K+].[K+].[K+]. Product: [CH3:37][O:38][C:39](=[O:48])[CH2:40][C:41]1[CH:42]=[N:43][CH:44]=[C:45]([C:18]2[CH:19]=[CH:20][C:15]([C:12]([CH2:13][CH3:14])([C:9]3[CH:10]=[CH:11][C:6]([CH2:5][CH2:4][C:3]([CH2:34][CH3:35])([OH:36])[CH2:1][CH3:2])=[C:7]([CH3:33])[CH:8]=3)[CH2:31][CH3:32])=[CH:16][C:17]=2[CH3:30])[CH:46]=1. The catalyst class is: 103. (6) Reactant: [F:1][C:2]([F:30])([F:29])[O:3][C:4]1[CH:9]=[CH:8][C:7]([CH2:10][C:11]([NH:13][CH2:14][C:15]2[CH:20]=[CH:19][C:18]([C:21]3[O:22][CH:23]=[C:24]([C:26]([OH:28])=O)[N:25]=3)=[CH:17][CH:16]=2)=[O:12])=[CH:6][CH:5]=1.F[P-](F)(F)(F)(F)F.[N:38]1(O[P+](N2CCCC2)(N2CCCC2)N2CCCC2)[C:42]2C=[CH:44][CH:45]=[CH:46][C:41]=2N=N1.CCN(C(C)C)C(C)C.N1CCCCC1. Product: [N:38]1([C:26]([C:24]2[N:25]=[C:21]([C:18]3[CH:17]=[CH:16][C:15]([CH2:14][NH:13][C:11](=[O:12])[CH2:10][C:7]4[CH:6]=[CH:5][C:4]([O:3][C:2]([F:29])([F:1])[F:30])=[CH:9][CH:8]=4)=[CH:20][CH:19]=3)[O:22][CH:23]=2)=[O:28])[CH2:44][CH2:45][CH2:46][CH2:41][CH2:42]1. The catalyst class is: 3. (7) Reactant: [CH2:1]([C:3]1[NH:7][N:6]=[C:5]([C:8]([OH:10])=[O:9])[C:4]=1[CH3:11])[CH3:2].[Cl:12][Si](C)(C)[CH3:14]. Product: [ClH:12].[CH2:1]([C:3]1[NH:7][N:6]=[C:5]([C:8]([O:10][CH3:14])=[O:9])[C:4]=1[CH3:11])[CH3:2]. The catalyst class is: 5.